Dataset: Forward reaction prediction with 1.9M reactions from USPTO patents (1976-2016). Task: Predict the product of the given reaction. Given the reactants CC([N:5]([C:9]1([C:13]([NH:15][C:16]2[CH:17]=[N:18][C:19]([O:22][C:23]3[CH:28]=[CH:27][C:26]([CH3:29])=[C:25]([O:30][CH3:31])[CH:24]=3)=[CH:20][CH:21]=2)=[O:14])[CH2:12][CH2:11][CH2:10]1)C(=O)[O-])(C)C.C(O)(C(F)(F)F)=O, predict the reaction product. The product is: [NH2:5][C:9]1([C:13]([NH:15][C:16]2[CH:17]=[N:18][C:19]([O:22][C:23]3[CH:28]=[CH:27][C:26]([CH3:29])=[C:25]([O:30][CH3:31])[CH:24]=3)=[CH:20][CH:21]=2)=[O:14])[CH2:12][CH2:11][CH2:10]1.